Regression. Given two drug SMILES strings and cell line genomic features, predict the synergy score measuring deviation from expected non-interaction effect. From a dataset of NCI-60 drug combinations with 297,098 pairs across 59 cell lines. (1) Synergy scores: CSS=-10.1, Synergy_ZIP=6.54, Synergy_Bliss=3.22, Synergy_Loewe=-4.68, Synergy_HSA=-6.62. Drug 2: COC1=C2C(=CC3=C1OC=C3)C=CC(=O)O2. Drug 1: C1=CC(=CC=C1C#N)C(C2=CC=C(C=C2)C#N)N3C=NC=N3. Cell line: M14. (2) Drug 1: C1CC(=O)NC(=O)C1N2CC3=C(C2=O)C=CC=C3N. Drug 2: CC(C1=C(C=CC(=C1Cl)F)Cl)OC2=C(N=CC(=C2)C3=CN(N=C3)C4CCNCC4)N. Cell line: COLO 205. Synergy scores: CSS=5.66, Synergy_ZIP=-3.18, Synergy_Bliss=-2.48, Synergy_Loewe=-9.87, Synergy_HSA=-5.50.